Dataset: Forward reaction prediction with 1.9M reactions from USPTO patents (1976-2016). Task: Predict the product of the given reaction. (1) The product is: [CH3:1][C:2]1[S:6][CH:5]=[N:4][C:3]=1[C:7]([NH:9][NH2:10])=[O:8]. Given the reactants [CH3:1][C:2]1[S:6][CH:5]=[N:4][C:3]=1[C:7]([NH:9][NH:10]C(OC(C)(C)C)=O)=[O:8].Cl, predict the reaction product. (2) Given the reactants [F:1][C:2]1[CH:7]=[C:6]([OH:8])[CH:5]=[CH:4][C:3]=1[N:9]1[C:13](I)=[C:12]([C:15]#[N:16])[C:11]([CH3:17])=[N:10]1.[CH3:18]/[C:19](/B(O)O)=[CH:20]/[CH3:21].C([O-])([O-])=O.[K+].[K+], predict the reaction product. The product is: [CH3:18]/[C:19](/[C:13]1[N:9]([C:3]2[CH:4]=[CH:5][C:6]([OH:8])=[CH:7][C:2]=2[F:1])[N:10]=[C:11]([CH3:17])[C:12]=1[C:15]#[N:16])=[CH:20]/[CH3:21]. (3) Given the reactants [C:1]1([CH2:11][C:12]([OH:14])=O)[C:10]2[C:5](=[CH:6][CH:7]=[CH:8][CH:9]=2)[CH:4]=[CH:3][CH:2]=1.S(Cl)(Cl)=O.[Cl-].[Al+3].[Cl-].[Cl-], predict the reaction product. The product is: [C:12]1(=[O:14])[C:9]2=[C:10]3[C:5](=[CH:6][CH:7]=[CH:8]2)[CH:4]=[CH:3][CH:2]=[C:1]3[CH2:11]1. (4) Given the reactants [CH3:1][O:2][C:3]1[CH:8]=[CH:7][C:6]([NH:9][CH:10]2[CH2:15][CH2:14][N:13]([C:16]([O:18][C:19]([CH3:22])([CH3:21])[CH3:20])=[O:17])[CH2:12][CH2:11]2)=[CH:5][CH:4]=1.Cl[CH2:24][C:25]1[CH:30]=[CH:29][N:28]=[C:27]([C:31]2[CH:36]=[CH:35][CH:34]=[CH:33][CH:32]=2)[CH:26]=1, predict the reaction product. The product is: [C:19]([O:18][C:16]([N:13]1[CH2:14][CH2:15][CH:10]([N:9]([C:6]2[CH:5]=[CH:4][C:3]([O:2][CH3:1])=[CH:8][CH:7]=2)[CH2:24][C:25]2[CH:30]=[CH:29][N:28]=[C:27]([C:31]3[CH:32]=[CH:33][CH:34]=[CH:35][CH:36]=3)[CH:26]=2)[CH2:11][CH2:12]1)=[O:17])([CH3:22])([CH3:21])[CH3:20]. (5) The product is: [CH3:13][N:14]1[CH2:19][CH2:18][N:17]([C:2]2[CH:7]=[CH:6][N:5]=[C:4]([NH:8][CH2:9][CH:10]([CH3:12])[CH3:11])[CH:3]=2)[CH2:16][CH2:15]1. Given the reactants I[C:2]1[CH:7]=[CH:6][N:5]=[C:4]([NH:8][CH2:9][CH:10]([CH3:12])[CH3:11])[CH:3]=1.[CH3:13][N:14]1[CH2:19][CH2:18][NH:17][CH2:16][CH2:15]1.C[Si]([N-][Si](C)(C)C)(C)C.[Li+], predict the reaction product.